Dataset: NCI-60 drug combinations with 297,098 pairs across 59 cell lines. Task: Regression. Given two drug SMILES strings and cell line genomic features, predict the synergy score measuring deviation from expected non-interaction effect. (1) Drug 1: CC12CCC3C(C1CCC2=O)CC(=C)C4=CC(=O)C=CC34C. Drug 2: CS(=O)(=O)OCCCCOS(=O)(=O)C. Cell line: SK-MEL-5. Synergy scores: CSS=32.4, Synergy_ZIP=2.26, Synergy_Bliss=8.54, Synergy_Loewe=-6.60, Synergy_HSA=6.72. (2) Cell line: TK-10. Drug 1: C1CN1P(=S)(N2CC2)N3CC3. Synergy scores: CSS=41.1, Synergy_ZIP=-0.421, Synergy_Bliss=-0.861, Synergy_Loewe=-7.50, Synergy_HSA=3.09. Drug 2: CC1CCCC2(C(O2)CC(NC(=O)CC(C(C(=O)C(C1O)C)(C)C)O)C(=CC3=CSC(=N3)C)C)C. (3) Drug 1: CC1CCC2CC(C(=CC=CC=CC(CC(C(=O)C(C(C(=CC(C(=O)CC(OC(=O)C3CCCCN3C(=O)C(=O)C1(O2)O)C(C)CC4CCC(C(C4)OC)OCCO)C)C)O)OC)C)C)C)OC. Drug 2: CCC1(CC2CC(C3=C(CCN(C2)C1)C4=CC=CC=C4N3)(C5=C(C=C6C(=C5)C78CCN9C7C(C=CC9)(C(C(C8N6C)(C(=O)OC)O)OC(=O)C)CC)OC)C(=O)OC)O.OS(=O)(=O)O. Cell line: HT29. Synergy scores: CSS=-1.95, Synergy_ZIP=-0.401, Synergy_Bliss=-1.16, Synergy_Loewe=-0.0698, Synergy_HSA=-1.13. (4) Drug 1: CCC1(CC2CC(C3=C(CCN(C2)C1)C4=CC=CC=C4N3)(C5=C(C=C6C(=C5)C78CCN9C7C(C=CC9)(C(C(C8N6C=O)(C(=O)OC)O)OC(=O)C)CC)OC)C(=O)OC)O.OS(=O)(=O)O. Drug 2: C1C(C(OC1N2C=NC3=C2NC=NCC3O)CO)O. Cell line: HS 578T. Synergy scores: CSS=33.5, Synergy_ZIP=-4.45, Synergy_Bliss=-2.61, Synergy_Loewe=-28.2, Synergy_HSA=-2.25. (5) Drug 1: CN1C2=C(C=C(C=C2)N(CCCl)CCCl)N=C1CCCC(=O)O.Cl. Drug 2: COCCOC1=C(C=C2C(=C1)C(=NC=N2)NC3=CC=CC(=C3)C#C)OCCOC.Cl. Cell line: PC-3. Synergy scores: CSS=3.88, Synergy_ZIP=-0.947, Synergy_Bliss=-3.20, Synergy_Loewe=-3.89, Synergy_HSA=-5.10. (6) Drug 1: COC1=NC(=NC2=C1N=CN2C3C(C(C(O3)CO)O)O)N. Drug 2: CCC1(C2=C(COC1=O)C(=O)N3CC4=CC5=C(C=CC(=C5CN(C)C)O)N=C4C3=C2)O.Cl. Cell line: PC-3. Synergy scores: CSS=14.1, Synergy_ZIP=-4.95, Synergy_Bliss=-4.01, Synergy_Loewe=-8.39, Synergy_HSA=-0.694.